This data is from Experimentally validated miRNA-target interactions with 360,000+ pairs, plus equal number of negative samples. The task is: Binary Classification. Given a miRNA mature sequence and a target amino acid sequence, predict their likelihood of interaction. (1) The miRNA is rno-miR-106b-5p with sequence UAAAGUGCUGACAGUGCAGAU. The protein sequence of the target gene is MAQEKMKLGFKSLPSSTTADGNILRRVNSAPLINGLGFNSQVLQADMLRIRTNRTTFRNRRSLLLPPPPFHGSISRLHQIKQEEAMDLINRETMSEWKLQSEIQISHSWEEGLKLVKWHFNINQKRFSKAQPTCFLLILPNCQKIMCIYFQLLLMETTAMLDLLVIRQLKSALSQTLLCHLLILVLICSSRQTFN. Result: 0 (no interaction). (2) The miRNA is mmu-miR-1950 with sequence UCUGCAUCUAAGGAUAUGGUCA. The protein sequence of the target gene is MKDDFAEEEEVQSFGYKRFGIQEGTQCTKCKNNWALKFSIVLLYILCALLTITVAILGYKVVEKMDNVTDGMETSHQTYDNKLTAVESDLKKLGDQAGKKALSTNSELSTFRSDILDLRQQLQEITEKTSKNKDTLEKLQANGDSLVDRQSQLKETLQNNSFLITTVNKTLQAYNGYVTNLQQDTSVLQGNLQSQMYSQSVVIMNLNNLNLTQVQQRNLISNLQQSVDDTSLAIQRIKNDFQNLQQVFLQAKKDTDWLKEKVQSLQTLAANNSALAKANNDTLEDMNSQLSSFTGQMDNI.... Result: 1 (interaction). (3) The miRNA is hsa-miR-4460 with sequence AUAGUGGUUGUGAAUUUACCUU. The protein sequence of the target gene is MATVAAAARGAGARAAAGLRSCGGAVARERPRSGCARRLCSAPAAPAAVDMKSYLWARYHEAKRSTDELVPSIMNNLLNPDAIFSNNEMSLSDIEIYGFDYDYTLVFYSKHLHTLIFNAARDLLINEHRYPVEIRKYEYDPSFAIRGLHYDVQRAVLMKIDAFHYIQMGTVYRGLSVVPDEEVIDMYEGSHVPLEQMSDFYGKSSHGNTMKQFMDIFSLPEMTLLSCVNEHFLKNNIDYEPVHLYKDVKDSIRDVHIKGIMYRAIEADIEKYICYADQTRAVLAKLAAHGKKMFLITNSP.... Result: 0 (no interaction). (4) The miRNA is hsa-miR-4720-5p with sequence CCUGGCAUAUUUGGUAUAACUU. The protein sequence of the target gene is MSLVDLGKKLLEAARAGQDDEVRILMANGAPFTTDWLGTSPLHLAAQYGHFSTTEVLLRAGVSRDARTKVDRTPLHMAASEGHANIVEVLLKHGADVNAKDMLKMTALHWATEHNHQEVVELLIKYGADVHTQSKFCKTAFDISIDNGNEDLAEILQIAMQNQINTNPESPDTVTIHAATPQFIIGPGGVVNLTDETGVSAVQFGNSSTSVLATLAALAEASAPLSNSSETPVVATEEVVTAESVDGAIQQVVSSGGQQVITIVTDGIQLGNLHSIPTSGMGQPIIVTMPDGQQVLTVPA.... Result: 0 (no interaction). (5) The miRNA is mmu-miR-7001-3p with sequence CGCUCACACUCCCUCUGCAG. The protein sequence of the target gene is MKVGWPGESCWQVGLAVEDSPALGAPRVGALPDVVPEGTLLNMVLRRMHRPRSCSYQLLLEHQRPSCIQGLRWTPLTNSEESLDFSESLEQASTERVLRAGRQLHRHLLATCPNLIRDRKYHLRLYRQCCSGRELVDGILALGLGVHSRSQVVGICQVLLDEGALCHVKHDWAFQDRDAQFYRFPGPEPEPVRTHEMEEELAEAVALLSQRGPDALLTVALRKPPGQRTDEELDLIFEELLHIKAVAHLSNSVKRELAAVLLFEPHSKAGTVLFSQGDKGTSWYIIWKGSVNVVTHGKGL.... Result: 0 (no interaction). (6) The miRNA is hsa-miR-4506 with sequence AAAUGGGUGGUCUGAGGCAA. The protein sequence of the target gene is MPGLGRRAQWLCWWWGLLCSCGPPPLRPPLPVAAAAAGGQLLGAGGSPVRAEQPPPQSSSSGFLYRRLKTHEKREMQKEILSVLGLPHRPRPLHGLQQPQPPVLPPQQQQQQQQQQTAREEPPPGRLKSAPLFMLDLYNALSNDDEEDGASEGVGQEPGSHGGASSSQLRQPSPGAAHSLNRKSLLAPGPGGGASPLTSAQDSAFLNDADMVMSFVNLVEYDKEFSPHQRHHKEFKFNLSQIPEGEAVTAAEFRVYKDCVVGSFKNQTFLISIYQVLQEHQHRDSDLFLLDTRVVWASEE.... Result: 0 (no interaction). (7) The miRNA is hsa-miR-938 with sequence UGCCCUUAAAGGUGAACCCAGU. The protein sequence of the target gene is MRLLERARKEWFMVGIVVAIGAAKLEPSVGVNGGPLKPEITVSYIAVATIFFNSGLSLKTEELTSALVHLRLHLFIQIFTLAFFPAAIWLFLQLLSVTSINEWLLKGLQTVGCMPPPVSSAVILTKAVGGNEAAAIFNSAFGSFLGIVVTPVLLLLFLGSSSSVPFTSIFSQLFMTVVVPLVIGQIVRRYIKDWLERKKPPFGVVSSSVLLMIIYTTFCDTFSNPNIDLDKFSLILILFIIVSVQLSFMLLTFIFSTRNNSGFTPADTVAIIFCSTHKSLTLGIPMLKIVFAGHEHLSLI.... Result: 0 (no interaction).